Task: Predict the product of the given reaction.. Dataset: Forward reaction prediction with 1.9M reactions from USPTO patents (1976-2016) (1) The product is: [Cl:17][C:18]1[CH:23]=[CH:22][C:21]([CH:24]([C:30]2[CH:35]=[CH:34][C:33]([Cl:36])=[CH:32][CH:31]=2)[N:25]2[CH2:26][CH:27]([NH:29][S:13]([C:9]3[S:8][CH:12]=[CH:11][CH:10]=3)(=[O:15])=[O:14])[CH2:28]2)=[CH:20][CH:19]=1. Given the reactants C(N(CC)CC)C.[S:8]1[CH:12]=[CH:11][CH:10]=[C:9]1[S:13](Cl)(=[O:15])=[O:14].[Cl:17][C:18]1[CH:23]=[CH:22][C:21]([CH:24]([C:30]2[CH:35]=[CH:34][C:33]([Cl:36])=[CH:32][CH:31]=2)[N:25]2[CH2:28][CH:27]([NH2:29])[CH2:26]2)=[CH:20][CH:19]=1, predict the reaction product. (2) Given the reactants Cl.C(N=C=NCCCN(C)C)C.[CH3:13][N:14]1[C:19](=[O:20])[CH:18]=[CH:17][C:16]([N:21]2[CH2:26][CH2:25][CH:24]([C:27]([OH:29])=O)[CH2:23][CH2:22]2)=[N:15]1.[C:30]([NH:37][CH2:38][CH2:39][NH2:40])([O:32][C:33]([CH3:36])([CH3:35])[CH3:34])=[O:31].S([O-])(O)(=O)=O.[K+], predict the reaction product. The product is: [C:33]([O:32][C:30](=[O:31])[NH:37][CH2:38][CH2:39][NH:40][C:27]([CH:24]1[CH2:23][CH2:22][N:21]([C:16]2[CH:17]=[CH:18][C:19](=[O:20])[N:14]([CH3:13])[N:15]=2)[CH2:26][CH2:25]1)=[O:29])([CH3:36])([CH3:34])[CH3:35].